Dataset: Forward reaction prediction with 1.9M reactions from USPTO patents (1976-2016). Task: Predict the product of the given reaction. (1) Given the reactants [CH3:1][C:2]1[N:6]([CH2:7][C:8](OC)=[O:9])[C:5]2[S:12][CH:13]=[CH:14][C:4]=2[C:3]=1[C:15]([C:17]1[CH:26]=[CH:25][C:24]2[C:19](=[CH:20][CH:21]=[CH:22][CH:23]=2)[N:18]=1)=[O:16].[BH4-].[Na+], predict the reaction product. The product is: [OH:9][CH2:8][CH2:7][N:6]1[C:2]([CH3:1])=[C:3]([C:15]([C:17]2[CH:26]=[CH:25][C:24]3[C:19](=[CH:20][CH:21]=[CH:22][CH:23]=3)[N:18]=2)=[O:16])[C:4]2[CH:14]=[CH:13][S:12][C:5]1=2. (2) Given the reactants P(Cl)(Cl)(Cl)=O.CN(C)[CH:8]=[O:9].[CH3:11][S:12][C:13]1[N:18]=[CH:17][C:16]2=[CH:19][CH:20]=[CH:21][N:15]2[N:14]=1.BrC1N2C(C=NC(SC)=N2)=CC=1, predict the reaction product. The product is: [CH3:11][S:12][C:13]1[N:18]=[CH:17][C:16]2=[CH:19][CH:20]=[C:21]([CH:8]=[O:9])[N:15]2[N:14]=1. (3) Given the reactants [CH:1]1([C:4]2[CH:5]=[C:6]([C:14]#[C:15][Si](C(C)C)(C(C)C)C(C)C)[CH:7]=[CH:8][C:9]=2[O:10][CH:11]([F:13])[F:12])[CH2:3][CH2:2]1.CCCC[N+](CCCC)(CCCC)CCCC.[F-], predict the reaction product. The product is: [CH:1]1([C:4]2[CH:5]=[C:6]([C:14]#[CH:15])[CH:7]=[CH:8][C:9]=2[O:10][CH:11]([F:12])[F:13])[CH2:3][CH2:2]1. (4) The product is: [OH:12][C@H:3]1[C@@H:4]([OH:17])[CH2:5][N:1]([C:6](=[O:11])[C:7]([F:9])([F:10])[F:8])[CH2:2]1. Given the reactants [N:1]1([C:6](=[O:11])[C:7]([F:10])([F:9])[F:8])[CH2:5][CH:4]=[CH:3][CH2:2]1.[OH2:12].C[N+]1([O-])CC[O:17]CC1.Cl, predict the reaction product. (5) Given the reactants [F:1][C:2]1[CH:3]=[CH:4][C:5]([O:32][CH3:33])=[C:6]([C:8]2[CH:13]=[CH:12][N:11]=[C:10]3[N:14]([S:23]([C:26]4[CH:31]=[CH:30][CH:29]=[CH:28][CH:27]=4)(=[O:25])=[O:24])[C:15]([C:17]4[CH2:18][CH2:19][NH:20][CH2:21][CH:22]=4)=[CH:16][C:9]=23)[CH:7]=1.C(N(C(C)C)C(C)C)C.[CH3:43][S:44](Cl)(=[O:46])=[O:45], predict the reaction product. The product is: [F:1][C:2]1[CH:3]=[CH:4][C:5]([O:32][CH3:33])=[C:6]([C:8]2[CH:13]=[CH:12][N:11]=[C:10]3[N:14]([S:23]([C:26]4[CH:27]=[CH:28][CH:29]=[CH:30][CH:31]=4)(=[O:25])=[O:24])[C:15]([C:17]4[CH2:18][CH2:19][N:20]([S:44]([CH3:43])(=[O:46])=[O:45])[CH2:21][CH:22]=4)=[CH:16][C:9]=23)[CH:7]=1. (6) Given the reactants Cl[C:2]1[C:11]2[C:6](=[CH:7][CH:8]=[CH:9][CH:10]=2)[C:5]([O:12][CH2:13][C:14]2[N:19]=[C:18]([CH2:20][NH:21][CH2:22][CH2:23][C:24]3[CH:29]=[CH:28][CH:27]=[CH:26][CH:25]=3)[CH:17]=[CH:16][CH:15]=2)=[N:4][N:3]=1.[Br-].[N:31]1[CH:36]=[CH:35][CH:34]=[CH:33][C:32]=1[Zn+], predict the reaction product. The product is: [C:24]1([CH2:23][CH2:22][NH:21][CH2:20][C:18]2[CH:17]=[CH:16][CH:15]=[C:14]([CH2:13][O:12][C:5]3[C:6]4[C:11](=[CH:10][CH:9]=[CH:8][CH:7]=4)[C:2]([C:32]4[CH:33]=[CH:34][CH:35]=[CH:36][N:31]=4)=[N:3][N:4]=3)[N:19]=2)[CH:29]=[CH:28][CH:27]=[CH:26][CH:25]=1. (7) The product is: [N+:15]([C:18]1[CH:19]=[C:20]([CH:24]=[CH:25][CH:26]=1)[C:21]([NH:1][C:2]1[CH:7]=[CH:6][CH:5]=[CH:4][CH:3]=1)=[O:22])([O-:17])=[O:16]. Given the reactants [NH2:1][C:2]1[CH:7]=[CH:6][CH:5]=[CH:4][CH:3]=1.C(N(CC)CC)C.[N+:15]([C:18]1[CH:19]=[C:20]([CH:24]=[CH:25][CH:26]=1)[C:21](Cl)=[O:22])([O-:17])=[O:16].C(=O)(O)[O-].[Na+], predict the reaction product. (8) Given the reactants [NH2:1][C:2]1[N:7]=[C:6]([CH3:8])[CH:5]=[CH:4][CH:3]=1.[N+:9]([O-])([OH:11])=[O:10].[OH-].[Na+], predict the reaction product. The product is: [CH3:8][C:6]1[N:7]=[C:2]([NH2:1])[CH:3]=[CH:4][C:5]=1[N+:9]([O-:11])=[O:10].